From a dataset of Full USPTO retrosynthesis dataset with 1.9M reactions from patents (1976-2016). Predict the reactants needed to synthesize the given product. (1) Given the product [OH:1][C@@H:2]1[CH2:7][CH2:6][CH2:5][CH2:4][C@H:3]1[NH:8][C:9]([C:11]1[CH:16]=[N:15][C:14]([N:33]([CH:30]2[CH2:32][CH2:31]2)[CH3:34])=[C:13]([C:18]2[CH:23]=[CH:22][C:21]([O:24][C:25]([F:28])([F:27])[F:26])=[CH:20][CH:19]=2)[N:12]=1)=[O:10], predict the reactants needed to synthesize it. The reactants are: [OH:1][C@@H:2]1[CH2:7][CH2:6][CH2:5][CH2:4][C@H:3]1[NH:8][C:9]([C:11]1[CH:16]=[N:15][C:14](Br)=[C:13]([C:18]2[CH:23]=[CH:22][C:21]([O:24][C:25]([F:28])([F:27])[F:26])=[CH:20][CH:19]=2)[N:12]=1)=[O:10].Cl.[CH:30]1([NH:33][CH3:34])[CH2:32][CH2:31]1.C(N(C(C)C)C(C)C)C. (2) Given the product [N:52]([CH:11]([C:3]1[CH:4]=[C:5]([N+:8]([O-:10])=[O:9])[CH:6]=[CH:7][C:2]=1[Cl:1])[CH2:12][CH2:13][C:14]([O:16][CH3:17])=[O:15])=[N+:53]=[N-:54], predict the reactants needed to synthesize it. The reactants are: [Cl:1][C:2]1[CH:7]=[CH:6][C:5]([N+:8]([O-:10])=[O:9])=[CH:4][C:3]=1[CH:11](O)[CH2:12][CH2:13][C:14]([O:16][CH3:17])=[O:15].C1(P(C2C=CC=CC=2)C2C=CC=CC=2)C=CC=CC=1.C1(P([N:52]=[N+:53]=[N-:54])(C2C=CC=CC=2)=O)C=CC=CC=1.N(C(OCC)=O)=NC(OCC)=O. (3) Given the product [F:38][C:37]1[C:32]([C:30]2[S:29][C:28]3[C:23]([C:22]4[C:17]([CH2:16][NH:14][CH3:13])=[CH:18][N:19]=[C:20]([F:48])[CH:21]=4)=[CH:24][CH:25]=[CH:26][C:27]=3[CH:31]=2)=[N:33][C:34]([NH:39][CH2:40][CH2:41][N:42]2[CH:46]=[CH:45][NH:44][C:43]2=[O:47])=[N:35][CH:36]=1, predict the reactants needed to synthesize it. The reactants are: FC(F)(F)C(O)=O.C(O[C:13](=O)[N:14]([CH2:16][C:17]1[CH:18]=[N:19][C:20]([F:48])=[CH:21][C:22]=1[C:23]1[C:28]2[S:29][C:30]([C:32]3[C:37]([F:38])=[CH:36][N:35]=[C:34]([NH:39][CH2:40][CH2:41][N:42]4[CH:46]=[CH:45][NH:44][C:43]4=[O:47])[N:33]=3)=[CH:31][C:27]=2[CH:26]=[CH:25][CH:24]=1)C)(C)(C)C.